This data is from Full USPTO retrosynthesis dataset with 1.9M reactions from patents (1976-2016). The task is: Predict the reactants needed to synthesize the given product. The reactants are: [CH3:1][O:2][C:3]1[CH:4]=[C:5]([CH:8]=[C:9]([O:13][CH3:14])[C:10]=1[O:11][CH3:12])[CH2:6][Cl:7].C(OC(=O)[NH:21][OH:22])(C)(C)C.C([O-])([O-])=O.[Cs+].[Cs+].Cl. Given the product [ClH:7].[CH3:1][O:2][C:3]1[CH:4]=[C:5]([CH:8]=[C:9]([O:13][CH3:14])[C:10]=1[O:11][CH3:12])[CH2:6][O:22][NH2:21], predict the reactants needed to synthesize it.